From a dataset of hERG Central: cardiac toxicity at 1µM, 10µM, and general inhibition. Predict hERG channel inhibition at various concentrations. (1) The compound is CCn1c(SCC(=O)Nc2ccc(F)cc2)nnc1-c1cnccn1. Results: hERG_inhib (hERG inhibition (general)): blocker. (2) The compound is COc1ccccc1C(=O)N(CCN(C)C)c1nc2cc(C)cc(C)c2s1.Cl. Results: hERG_inhib (hERG inhibition (general)): blocker. (3) The compound is CCOc1cccc(CN2CCC(n3nccc3NC(=O)C3CC3)CC2)c1O. Results: hERG_inhib (hERG inhibition (general)): blocker. (4) The molecule is CCN(CCCNC(=O)c1cc2c(-c3cccc(OC)c3)nn(C)c2s1)Cc1ccccc1. Results: hERG_inhib (hERG inhibition (general)): blocker. (5) The drug is O=[N+]([O-])c1ccc(C(=Nc2cccc3ccccc23)N2CCOCC2)cc1. Results: hERG_inhib (hERG inhibition (general)): blocker. (6) Results: hERG_inhib (hERG inhibition (general)): blocker. The molecule is O=C(c1cc2ccccc2oc1=O)N1CCN(Cc2ccc3c(c2)OCO3)CC1. (7) The compound is CCN(CC)c1ccc(CN2CC=C(c3ccc(F)cc3)CC2)cc1. Results: hERG_inhib (hERG inhibition (general)): blocker.